From a dataset of Reaction yield outcomes from USPTO patents with 853,638 reactions. Predict the reaction yield, written as a fraction of the theoretical maximum amount of product (1.0 means a 100% yield; for example, 0.34 means a 34% yield). (1) The reactants are [C:1]1([CH:7]=O)[CH2:6][CH2:5][CH2:4][CH2:3][CH:2]=1.C(O)(=O)C.C(O[BH-](OC(=O)C)OC(=O)C)(=O)C.[Na+].[Cl:27][C:28]1[CH:33]=[CH:32][CH:31]=[C:30]([C:34]([F:37])([F:36])[F:35])[C:29]=1[CH2:38][N:39]1[CH2:43][C@@H:42]([CH3:44])[C@@:41]([CH2:54][C:55]([OH:57])=[O:56])([C:45](=[O:53])[NH:46][CH:47]2[CH2:52][CH2:51][NH:50][CH2:49][CH2:48]2)[CH2:40]1. The catalyst is O1CCCC1.CO.O. The product is [Cl:27][C:28]1[CH:33]=[CH:32][CH:31]=[C:30]([C:34]([F:35])([F:37])[F:36])[C:29]=1[CH2:38][N:39]1[CH2:43][C@H:42]([CH3:44])[C@:41]([CH2:54][C:55]([OH:57])=[O:56])([C:45](=[O:53])[NH:46][CH:47]2[CH2:48][CH2:49][N:50]([CH2:7][C:1]3[CH2:6][CH2:5][CH2:4][CH2:3][CH:2]=3)[CH2:51][CH2:52]2)[CH2:40]1. The yield is 0.434. (2) The reactants are Cl.[CH2:2]([N:9]1[CH2:15][CH2:14][CH2:13][CH:12]([CH:16]=[O:17])[CH2:11][CH2:10]1)[C:3]1[CH:8]=[CH:7][CH:6]=[CH:5][CH:4]=1.[CH3:18][Mg]Br.CO. The catalyst is C1COCC1. The product is [CH2:2]([N:9]1[CH2:15][CH2:14][CH2:13][CH:12]([CH:16]([OH:17])[CH3:18])[CH2:11][CH2:10]1)[C:3]1[CH:8]=[CH:7][CH:6]=[CH:5][CH:4]=1. The yield is 0.650. (3) The reactants are [F:1][C:2]([F:33])([F:32])[C:3]1[CH:7]=[CH:6][N:5]([CH2:8][C:9]2[CH:10]=[C:11]([C:15]3[CH:19]=[C:18]([CH2:20][CH:21]([CH3:23])[CH3:22])[S:17][C:16]=3[S:24]([NH:27]C(C)(C)C)(=[O:26])=[O:25])[CH:12]=[CH:13][CH:14]=2)[N:4]=1.B(Cl)(Cl)Cl.N1(C2C=CC=CN=2)CCCC1.Cl[C:50]([O:52][CH2:53][CH2:54][CH2:55][CH3:56])=[O:51].C(O)(=O)CC(CC(O)=O)(C(O)=O)O. The catalyst is C(Cl)Cl. The product is [CH2:53]([O:52][C:50]([NH:27][S:24]([C:16]1[S:17][C:18]([CH2:20][CH:21]([CH3:23])[CH3:22])=[CH:19][C:15]=1[C:11]1[CH:12]=[CH:13][CH:14]=[C:9]([CH2:8][N:5]2[CH:6]=[CH:7][C:3]([C:2]([F:32])([F:33])[F:1])=[N:4]2)[CH:10]=1)(=[O:25])=[O:26])=[O:51])[CH2:54][CH2:55][CH3:56]. The yield is 0.880. (4) The reactants are Cl.C([O:9][C:10]1[CH:19]=[C:18]2[C:13]([C:14]([NH:20][C:21]3[CH:26]=[CH:25][C:24]([Br:27])=[CH:23][C:22]=3[F:28])=[N:15][CH:16]=[N:17]2)=[CH:12][C:11]=1[O:29][CH3:30])C1C=CC=CC=1. The catalyst is C(O)(C(F)(F)F)=O. The product is [Br:27][C:24]1[CH:25]=[CH:26][C:21]([NH:20][C:14]2[C:13]3[C:18](=[CH:19][C:10]([OH:9])=[C:11]([O:29][CH3:30])[CH:12]=3)[N:17]=[CH:16][N:15]=2)=[C:22]([F:28])[CH:23]=1. The yield is 0.820.